From a dataset of Forward reaction prediction with 1.9M reactions from USPTO patents (1976-2016). Predict the product of the given reaction. (1) Given the reactants [CH2:1]1[CH2:10][O:9][C:8]2[CH:7]=[CH:6][C:5]([NH:11]C3C(F)=CN=C(NC4C=CC=C(O)C=4)N=3)=[CH:4][C:3]=2[O:2]1.Cl[C:28]1[N:33]=[C:32]([NH:34][C:35]2[CH:40]=[CH:39][CH:38]=[C:37]([CH2:41][OH:42])[CH:36]=2)[C:31]([F:43])=[CH:30][N:29]=1.C1COC2C=CC(N)=CC=2O1, predict the reaction product. The product is: [CH2:1]1[CH2:10][O:9][C:8]2[CH:7]=[CH:6][C:5]([NH:11][C:28]3[N:33]=[C:32]([NH:34][C:35]4[CH:40]=[CH:39][CH:38]=[C:37]([CH2:41][OH:42])[CH:36]=4)[C:31]([F:43])=[CH:30][N:29]=3)=[CH:4][C:3]=2[O:2]1. (2) Given the reactants C([N-]C(C)C)(C)C.[Li+].[Br:9][C:10]1[CH:11]=[C:12]([C:17](=[O:19])[CH3:18])[CH:13]=[CH:14][C:15]=1[F:16].[Cl:20][C:21]1[CH:22]=[C:23]([C:28](=[O:33])[C:29]([F:32])([F:31])[F:30])[CH:24]=[C:25]([Cl:27])[CH:26]=1.Cl, predict the reaction product. The product is: [Br:9][C:10]1[CH:11]=[C:12]([C:17](=[O:19])[CH2:18][C:28]([C:23]2[CH:24]=[C:25]([Cl:27])[CH:26]=[C:21]([Cl:20])[CH:22]=2)([OH:33])[C:29]([F:32])([F:31])[F:30])[CH:13]=[CH:14][C:15]=1[F:16]. (3) Given the reactants [F:1][C:2]1[CH:7]=[C:6]([F:8])[CH:5]=[CH:4][C:3]=1[OH:9].C(P(CCCC)CCCC)CCC.[CH:23]1([C:26]2[CH:27]=[CH:28][C:29]([CH:42]([C:44]3[CH:49]=[CH:48][C:47]([S:50]([CH:53]4[CH2:55][CH2:54]4)(=[O:52])=[O:51])=[CH:46][CH:45]=3)O)=[N:30][C:31]=2[O:32][CH2:33][C:34]2[CH:39]=[CH:38][C:37]([O:40][CH3:41])=[CH:36][CH:35]=2)[CH2:25][CH2:24]1.C(=O)([O-])[O-].[K+].[K+], predict the reaction product. The product is: [CH:23]1([C:26]2[C:31]([O:32][CH2:33][C:34]3[CH:35]=[CH:36][C:37]([O:40][CH3:41])=[CH:38][CH:39]=3)=[N:30][C:29]([CH:42]([C:44]3[CH:45]=[CH:46][C:47]([S:50]([CH:53]4[CH2:54][CH2:55]4)(=[O:52])=[O:51])=[CH:48][CH:49]=3)[O:9][C:3]3[CH:4]=[CH:5][C:6]([F:8])=[CH:7][C:2]=3[F:1])=[CH:28][CH:27]=2)[CH2:25][CH2:24]1. (4) Given the reactants C(O)(=O)C.[NH2:5][C:6]([CH3:16])([CH3:15])[CH2:7][C:8]1[CH:13]=[CH:12][C:11]([OH:14])=[CH:10][CH:9]=1.C([O-])([O-])=O.[K+].[K+].CC(N(C)C)=O.F[C:30]1[CH:37]=[CH:36][C:33]([C:34]#[N:35])=[CH:32][CH:31]=1, predict the reaction product. The product is: [NH2:5][C:6]([CH3:16])([CH3:15])[CH2:7][C:8]1[CH:13]=[CH:12][C:11]([O:14][C:30]2[CH:37]=[CH:36][C:33]([C:34]#[N:35])=[CH:32][CH:31]=2)=[CH:10][CH:9]=1. (5) Given the reactants [Br:1][C:2]1[CH:3]=[C:4]([O:13]C)[CH:5]=[C:6]2[C:11]=1[N:10]=[CH:9][C:8]([I:12])=[CH:7]2.Br.[OH-].[Na+], predict the reaction product. The product is: [Br:1][C:2]1[CH:3]=[C:4]([OH:13])[CH:5]=[C:6]2[C:11]=1[N:10]=[CH:9][C:8]([I:12])=[CH:7]2. (6) Given the reactants B.CSC.[CH:5]1([CH2:11][O:12][C:13]2[CH:14]=[C:15]([C:18](=[O:22])[CH2:19][C:20]#[N:21])[S:16][CH:17]=2)[CH2:10][CH2:9][CH2:8][CH2:7][CH2:6]1.N.CO.C(Cl)Cl, predict the reaction product. The product is: [NH2:21][CH2:20][CH2:19][CH:18]([C:15]1[S:16][CH:17]=[C:13]([O:12][CH2:11][CH:5]2[CH2:10][CH2:9][CH2:8][CH2:7][CH2:6]2)[CH:14]=1)[OH:22]. (7) Given the reactants [CH3:1][C:2]1[S:6][C:5]([C:7]([OH:9])=[O:8])=[CH:4][CH:3]=1.CCN=C=NCCCN(C)C.Cl.[CH3:22][Si:23]([CH3:28])([CH3:27])[CH2:24][CH2:25]O, predict the reaction product. The product is: [CH3:22][Si:23]([CH3:28])([CH3:27])[CH2:24][CH2:25][O:8][C:7]([C:5]1[S:6][C:2]([CH3:1])=[CH:3][CH:4]=1)=[O:9].